The task is: Predict the product of the given reaction.. This data is from Forward reaction prediction with 1.9M reactions from USPTO patents (1976-2016). (1) Given the reactants [CH3:1][C:2]1[N:3]([C:7]2[CH:8]=[C:9]3[C:14](=[CH:15][C:16]=2[C:17]([F:20])([F:19])[F:18])[NH:13][C:12](=[O:21])[N:11]([NH:22][S:23]([CH3:26])(=[O:25])=[O:24])[C:10]3=[O:27])[CH:4]=[CH:5][N:6]=1.Cl[C:29]([O:31][CH2:32][CH3:33])=[O:30], predict the reaction product. The product is: [CH2:32]([O:31][C:29](=[O:30])[N:22]([S:23]([CH3:26])(=[O:25])=[O:24])[N:11]1[C:10](=[O:27])[C:9]2[C:14](=[CH:15][C:16]([C:17]([F:19])([F:20])[F:18])=[C:7]([N:3]3[CH:4]=[CH:5][N:6]=[C:2]3[CH3:1])[CH:8]=2)[NH:13][C:12]1=[O:21])[CH3:33]. (2) Given the reactants C(OC([N:8]1[CH2:13][CH:12]=[C:11](/[C:14](/[C:23]2[CH:28]=[CH:27][C:26]([C:29]([F:32])([F:31])[F:30])=[CH:25][CH:24]=2)=[CH:15]/[CH:16]=[CH:17]/[C:18]([O:20][CH2:21][CH3:22])=[O:19])[CH2:10][CH2:9]1)=O)(C)(C)C.Cl.C(OCC)(=O)C.C(=O)([O-])O.[Na+], predict the reaction product. The product is: [NH:8]1[CH2:9][CH:10]=[C:11](/[C:14](/[C:23]2[CH:24]=[CH:25][C:26]([C:29]([F:30])([F:31])[F:32])=[CH:27][CH:28]=2)=[CH:15]/[CH:16]=[CH:17]/[C:18]([O:20][CH2:21][CH3:22])=[O:19])[CH2:12][CH2:13]1. (3) Given the reactants Br[C:2]1[CH:3]=[C:4]2[C:9](=[CH:10][CH:11]=1)[C:8](=[O:12])[NH:7][C:6](=[O:13])[C:5]2=[CH:14][NH:15][C:16]1[CH:21]=[CH:20][C:19]([N:22]2[CH2:27][CH2:26][N:25]([CH3:28])[CH2:24][CH2:23]2)=[CH:18][CH:17]=1.[F:29][C:30]1[CH:31]=[C:32](B(O)O)[CH:33]=[CH:34][CH:35]=1.C(=O)([O-])[O-].[Cs+].[Cs+], predict the reaction product. The product is: [F:29][C:30]1[CH:35]=[C:34]([C:2]2[CH:3]=[C:4]3[C:9](=[CH:10][CH:11]=2)[C:8](=[O:12])[NH:7][C:6](=[O:13])[C:5]3=[CH:14][NH:15][C:16]2[CH:17]=[CH:18][C:19]([N:22]3[CH2:27][CH2:26][N:25]([CH3:28])[CH2:24][CH2:23]3)=[CH:20][CH:21]=2)[CH:33]=[CH:32][CH:31]=1. (4) Given the reactants [C:1]([O:5][C:6](=[O:12])[NH:7][CH:8]([CH3:11])[CH:9]=O)([CH3:4])([CH3:3])[CH3:2].[OH2:13].C(=O)([O-])[O-].[Na+].[Na+].Cl.[NH2:21]O, predict the reaction product. The product is: [C:1]([O:5][C:6](=[O:12])[NH:7][CH:8]([CH3:11])[CH:9]=[N:21][OH:13])([CH3:4])([CH3:3])[CH3:2]. (5) Given the reactants Cl[C:2]1[N:7]=[C:6]([C:8]2[N:12]([CH2:13][C:14]([F:17])([F:16])[F:15])[CH:11]=[N:10][CH:9]=2)[CH:5]=[CH:4][N:3]=1.Cl.[NH2:19][C@H:20]([C:22]1[C:23](=[O:33])[NH:24][C:25]2[C:30]([CH:31]=1)=[CH:29][C:28]([Cl:32])=[CH:27][CH:26]=2)[CH3:21].CCN(C(C)C)C(C)C, predict the reaction product. The product is: [Cl:32][C:28]1[CH:29]=[C:30]2[C:25](=[CH:26][CH:27]=1)[NH:24][C:23](=[O:33])[C:22]([C@@H:20]([NH:19][C:2]1[N:7]=[C:6]([C:8]3[N:12]([CH2:13][C:14]([F:17])([F:16])[F:15])[CH:11]=[N:10][CH:9]=3)[CH:5]=[CH:4][N:3]=1)[CH3:21])=[CH:31]2. (6) Given the reactants [S].Cl[C:3]1[CH:12]=[CH:11][C:6]([NH:7][C:8](=[O:10])[CH3:9])=[CH:5][C:4]=1[N+:13]([O-])=O.[C:16](=[S:18])=[S:17].S(OC)(OC)(=O)=O, predict the reaction product. The product is: [C:8]([NH:7][C:6]1[CH:11]=[CH:12][C:3]2[S:17][C:16]([SH:18])=[N:13][C:4]=2[CH:5]=1)(=[O:10])[CH3:9]. (7) Given the reactants [CH:1]([CH:4]1[C:9](=[O:10])[NH:8][C:7]2[CH:11]=[CH:12][CH:13]=[C:14]([CH:15]([CH3:17])[CH3:16])[C:6]=2[O:5]1)([CH3:3])[CH3:2].[H-].[Na+].Cl.CN(C)[CH:23]=[O:24], predict the reaction product. The product is: [CH2:4]([O:5][C:23](=[O:24])[CH2:7][CH2:6][CH2:14][N:8]1[C:7]2[CH:11]=[CH:12][CH:13]=[C:14]([CH:15]([CH3:17])[CH3:16])[C:6]=2[O:5][CH:4]([CH:1]([CH3:3])[CH3:2])[C:9]1=[O:10])[CH3:1]. (8) Given the reactants [NH2:1][C:2]1[CH:9]=[C:8]([NH:10][CH2:11][CH2:12][O:13][CH3:14])[C:5]([C:6]#[N:7])=[CH:4][N:3]=1.N1([C:20](N2C=NC=N2)=[O:21])C=NC=N1.[Si:27]([O:34][CH:35]([C:37]1[CH:38]=[C:39]2[C:44](=[N:45][C:46]=1[CH:47]([O:50][CH3:51])[O:48][CH3:49])[NH:43][CH2:42][CH2:41][CH2:40]2)[CH3:36])([C:30]([CH3:33])([CH3:32])[CH3:31])([CH3:29])[CH3:28], predict the reaction product. The product is: [Si:27]([O:34][CH:35]([C:37]1[CH:38]=[C:39]2[C:44](=[N:45][C:46]=1[CH:47]([O:50][CH3:51])[O:48][CH3:49])[N:43]([C:20]([NH:1][C:2]1[CH:9]=[C:8]([NH:10][CH2:11][CH2:12][O:13][CH3:14])[C:5]([C:6]#[N:7])=[CH:4][N:3]=1)=[O:21])[CH2:42][CH2:41][CH2:40]2)[CH3:36])([C:30]([CH3:33])([CH3:32])[CH3:31])([CH3:29])[CH3:28]. (9) Given the reactants [Br:1][C:2]1[CH:11]=[C:10]2[C:5]([CH2:6][CH2:7][NH:8][CH2:9]2)=[CH:4][CH:3]=1.[CH2:12]=O, predict the reaction product. The product is: [Br:1][C:2]1[CH:11]=[C:10]2[C:5]([CH2:6][CH2:7][N:8]([CH3:12])[CH2:9]2)=[CH:4][CH:3]=1. (10) Given the reactants [C:1]1([CH2:7][C:8](Cl)=[O:9])[CH:6]=[CH:5][CH:4]=[CH:3][CH:2]=1.[S-:11][C:12]#[N:13].[K+].C1(C)C=CC=CC=1.C(O)C.[NH2:25][C:26]1[CH:47]=[CH:46][C:29]([O:30][C:31]2[CH:32]=[CH:33][C:34]3[N:35]([CH:37]=[C:38]([NH:40][C:41]([CH:43]4[CH2:45][CH2:44]4)=[O:42])[N:39]=3)[N:36]=2)=[CH:28][CH:27]=1, predict the reaction product. The product is: [C:1]1([CH2:7][C:8]([NH:13][C:12]([NH:25][C:26]2[CH:47]=[CH:46][C:29]([O:30][C:31]3[CH:32]=[CH:33][C:34]4[N:35]([CH:37]=[C:38]([NH:40][C:41]([CH:43]5[CH2:44][CH2:45]5)=[O:42])[N:39]=4)[N:36]=3)=[CH:28][CH:27]=2)=[S:11])=[O:9])[CH:6]=[CH:5][CH:4]=[CH:3][CH:2]=1.